This data is from Full USPTO retrosynthesis dataset with 1.9M reactions from patents (1976-2016). The task is: Predict the reactants needed to synthesize the given product. Given the product [NH:16]1[C:24]2[C:19](=[CH:20][C:21]([C:25]3[NH:12][C:11]4[N:10]([N:9]=[CH:8][C:7]=4[C:4]4[O:5][CH:6]=[C:2]([CH3:1])[N:3]=4)[C:27](=[O:28])[CH:26]=3)=[CH:22][CH:23]=2)[CH:18]=[N:17]1, predict the reactants needed to synthesize it. The reactants are: [CH3:1][C:2]1[N:3]=[C:4]([C:7]2[CH:8]=[N:9][NH:10][C:11]=2[NH2:12])[O:5][CH:6]=1.C([N:16]1[C:24]2[C:19](=[CH:20][C:21]([C:25](=O)[CH2:26][C:27](OCC)=[O:28])=[CH:22][CH:23]=2)[CH:18]=[N:17]1)(=O)C.CC1C=CC(S(O)(=O)=O)=CC=1.